This data is from Forward reaction prediction with 1.9M reactions from USPTO patents (1976-2016). The task is: Predict the product of the given reaction. Given the reactants [CH2:1]([C@@H:8]1[CH2:12][O:11][C:10](=[O:13])[N:9]1[C:14](=[O:53])[CH:15]([C:38]1[CH:43]=[CH:42][C:41]([S:44]([CH:47]2[CH2:49][CH2:48]2)(=[O:46])=[O:45])=[C:40]([CH:50]2[CH2:52][CH2:51]2)[CH:39]=1)[CH2:16][C@H:17]1[CH2:37][CH2:36][C:19]2(O[C@H](C3C=CC=CC=3)[C@@H](C3C=CC=CC=3)[O:20]2)[CH2:18]1)[C:2]1[CH:7]=[CH:6][CH:5]=[CH:4][CH:3]=1.Cl.CC(C)=O.C(=O)([O-])O.[Na+], predict the reaction product. The product is: [CH2:1]([C@@H:8]1[CH2:12][O:11][C:10](=[O:13])[N:9]1[C:14](=[O:53])[C@@H:15]([C:38]1[CH:43]=[CH:42][C:41]([S:44]([CH:47]2[CH2:49][CH2:48]2)(=[O:46])=[O:45])=[C:40]([CH:50]2[CH2:52][CH2:51]2)[CH:39]=1)[CH2:16][C@H:17]1[CH2:37][CH2:36][C:19](=[O:20])[CH2:18]1)[C:2]1[CH:7]=[CH:6][CH:5]=[CH:4][CH:3]=1.